Dataset: Full USPTO retrosynthesis dataset with 1.9M reactions from patents (1976-2016). Task: Predict the reactants needed to synthesize the given product. (1) Given the product [Br:1][C:2]1[CH:3]=[CH:4][C:5]([O:9][CH2:10][CH2:11][N:12]([CH3:14])[CH3:13])=[C:6]([NH:7][S:16]([CH3:15])(=[O:18])=[O:17])[CH:8]=1, predict the reactants needed to synthesize it. The reactants are: [Br:1][C:2]1[CH:3]=[CH:4][C:5]([O:9][CH2:10][CH2:11][N:12]([CH3:14])[CH3:13])=[C:6]([CH:8]=1)[NH2:7].[CH3:15][S:16](Cl)(=[O:18])=[O:17].N1C=CC=CC=1. (2) The reactants are: [C:1]([C:4]1[CH:5]=[C:6]([CH:10]=[CH:11][CH:12]=1)[C:7]([OH:9])=O)(=[O:3])[CH3:2].[C:13]([O:17][C:18]([N:20]1[CH2:25][CH2:24][NH:23][CH2:22][CH2:21]1)=[O:19])([CH3:16])([CH3:15])[CH3:14].CN(C(ON1N=NC2C=CC=NC1=2)=[N+](C)C)C.F[P-](F)(F)(F)(F)F.C1C=NC2N(O)N=NC=2C=1.CCN(C(C)C)C(C)C. Given the product [C:1]([C:4]1[CH:5]=[C:6]([CH:10]=[CH:11][CH:12]=1)[C:7]([N:23]1[CH2:22][CH2:21][N:20]([C:18]([O:17][C:13]([CH3:16])([CH3:15])[CH3:14])=[O:19])[CH2:25][CH2:24]1)=[O:9])(=[O:3])[CH3:2], predict the reactants needed to synthesize it.